Dataset: Catalyst prediction with 721,799 reactions and 888 catalyst types from USPTO. Task: Predict which catalyst facilitates the given reaction. (1) Reactant: Cl[C:2]1[N:7]2[N:8]=[C:9]([NH:11][C:12]([NH:14][CH2:15][CH3:16])=[O:13])[N:10]=[C:6]2[CH:5]=[C:4]([C:17]2[CH:18]=[N:19][CH:20]=[CH:21][CH:22]=2)[CH:3]=1.[CH3:23][O:24][C:25]1[N:30]=[CH:29][C:28](B(O)O)=[CH:27][CH:26]=1.C(=O)([O-])[O-].[Na+].[Na+]. Product: [CH2:15]([NH:14][C:12]([NH:11][C:9]1[N:10]=[C:6]2[CH:5]=[C:4]([C:17]3[CH:18]=[N:19][CH:20]=[CH:21][CH:22]=3)[CH:3]=[C:2]([C:28]3[CH:29]=[N:30][C:25]([O:24][CH3:23])=[CH:26][CH:27]=3)[N:7]2[N:8]=1)=[O:13])[CH3:16]. The catalyst class is: 75. (2) Reactant: [OH:1][C:2]1[CH:7]=[CH:6][C:5]([NH:8][C:9]([C:11]2[C:12]([C:17]3[CH:22]=[CH:21][C:20]([C:23]([F:26])([F:25])[F:24])=[CH:19][CH:18]=3)=[CH:13][CH:14]=[CH:15][CH:16]=2)=[O:10])=[CH:4][CH:3]=1.CC1C=CC(S(O[CH2:38][CH2:39][C:40]2[N:41]=[C:42]([N:45]([C:47]([O:49][C:50]([CH3:53])([CH3:52])[CH3:51])=[O:48])[CH3:46])[S:43][CH:44]=2)(=O)=O)=CC=1.C(=O)([O-])[O-].[K+].[K+]. Product: [CH3:46][N:45]([C:42]1[S:43][CH:44]=[C:40]([CH2:39][CH2:38][O:1][C:2]2[CH:7]=[CH:6][C:5]([NH:8][C:9]([C:11]3[CH:16]=[CH:15][CH:14]=[CH:13][C:12]=3[C:17]3[CH:22]=[CH:21][C:20]([C:23]([F:24])([F:25])[F:26])=[CH:19][CH:18]=3)=[O:10])=[CH:4][CH:3]=2)[N:41]=1)[C:47](=[O:48])[O:49][C:50]([CH3:53])([CH3:52])[CH3:51]. The catalyst class is: 9.